From a dataset of Reaction yield outcomes from USPTO patents with 853,638 reactions. Predict the reaction yield, written as a fraction of the theoretical maximum amount of product (1.0 means a 100% yield; for example, 0.34 means a 34% yield). (1) The reactants are C(=O)([O-])[O-].[Ca+2].[C:6](Cl)(Cl)=[S:7].O.[Cl:11][C:12]1[CH:17]=[C:16]([NH2:18])[CH:15]=[CH:14][N:13]=1. The catalyst is ClCCl. The product is [Cl:11][C:12]1[CH:17]=[C:16]([N:18]=[C:6]=[S:7])[CH:15]=[CH:14][N:13]=1. The yield is 0.610. (2) The reactants are [CH3:1][C:2]1[CH:8]=[CH:7][CH:6]=[CH:5][C:3]=1[NH2:4].[C:9](OC)(=[O:14])[CH2:10][C:11]([CH3:13])=O. The product is [CH3:13][C:11]1[CH:10]=[C:9]([OH:14])[C:5]2[C:3](=[C:2]([CH3:1])[CH:8]=[CH:7][CH:6]=2)[N:4]=1. No catalyst specified. The yield is 0.380. (3) The yield is 0.0800. The product is [F:35][C:24]([F:23])([F:34])[C:25]1[CH:26]=[C:27]2[C:31](=[CH:32][CH:33]=1)[CH2:30][N:29]([CH2:6][CH2:7][N:8]1[CH:12]=[C:11]([C:13]3[CH:18]=[C:17]([C:19]([OH:21])=[O:20])[CH:16]=[CH:15][N:14]=3)[N:10]=[CH:9]1)[CH2:28]2. The reactants are CS(O[CH2:6][CH2:7][N:8]1[CH:12]=[C:11]([C:13]2[CH:18]=[C:17]([C:19]([O:21]C)=[O:20])[CH:16]=[CH:15][N:14]=2)[N:10]=[CH:9]1)(=O)=O.[F:23][C:24]([F:35])([F:34])[C:25]1[CH:26]=[C:27]2[C:31](=[CH:32][CH:33]=1)[CH2:30][NH:29][CH2:28]2. No catalyst specified. (4) The reactants are [OH:1][C:2]1[C:7]([C:8]2[O:12][N:11]=[C:10]([C:13]3[CH:23]=[CH:22][C:16]([C:17]([O:19]CC)=[O:18])=[CH:15][CH:14]=3)[CH:9]=2)=[CH:6][N:5]=[C:4]([C:24]2[CH:29]=[CH:28][CH:27]=[CH:26][N:25]=2)[N:3]=1.[OH-].[K+]. The catalyst is CO. The product is [OH:1][C:2]1[C:7]([C:8]2[O:12][N:11]=[C:10]([C:13]3[CH:14]=[CH:15][C:16]([C:17]([OH:19])=[O:18])=[CH:22][CH:23]=3)[CH:9]=2)=[CH:6][N:5]=[C:4]([C:24]2[CH:29]=[CH:28][CH:27]=[CH:26][N:25]=2)[N:3]=1. The yield is 0.730. (5) The reactants are [CH3:1][C:2]1[CH:7]=[CH:6][N:5]=[CH:4][N:3]=1.CO[CH:10](OC)[N:11]([CH3:13])[CH3:12]. The catalyst is CN(C=O)C. The product is [CH3:10][N:11]([CH3:13])/[CH:12]=[CH:1]/[C:2]1[CH:7]=[CH:6][N:5]=[CH:4][N:3]=1. The yield is 0.950. (6) The reactants are C([O:8][C:9]1[C:14]2[CH:15]=[C:16]([C:18]3[N:19]=[C:20]4[N:24]([CH:25]=3)[N:23]=[C:22]([O:26][CH3:27])[S:21]4)[O:17][C:13]=2[CH:12]=[CH:11][CH:10]=1)C1C=CC=CC=1.CC1C(C)=C(C)C(C)=C(C)C=1.B(Cl)(Cl)Cl. The catalyst is ClCCl. The product is [CH3:27][O:26][C:22]1[S:21][C:20]2=[N:19][C:18]([C:16]3[O:17][C:13]4[C:14](=[C:9]([OH:8])[CH:10]=[CH:11][CH:12]=4)[CH:15]=3)=[CH:25][N:24]2[N:23]=1. The yield is 0.720. (7) The reactants are [O:1]1[CH2:6][CH2:5][C:4](=[CH:7][C:8]([O:10][CH2:11][CH3:12])=[O:9])[CH2:3][CH2:2]1.C([O-])=O.[NH4+]. The product is [O:1]1[CH2:6][CH2:5][CH:4]([CH2:7][C:8]([O:10][CH2:11][CH3:12])=[O:9])[CH2:3][CH2:2]1. The yield is 0.780. The catalyst is CO.[Pd].[C]. (8) The reactants are [NH2:1][C:2]1[C:9]([O:10][CH3:11])=[CH:8][C:7](Br)=[CH:6][C:3]=1[C:4]#[N:5].[Br-].[CH3:14][CH:15]([CH3:18])[CH2:16][Zn+].O. The catalyst is C1COCC1.C1C=CC(P(C2C=CC=CC=2)[C-]2C=CC=C2)=CC=1.C1C=CC(P(C2C=CC=CC=2)[C-]2C=CC=C2)=CC=1.Cl[Pd]Cl.[Fe+2]. The product is [NH2:1][C:2]1[C:9]([O:10][CH3:11])=[CH:8][C:7]([CH2:14][CH:15]([CH3:18])[CH3:16])=[CH:6][C:3]=1[C:4]#[N:5]. The yield is 0.970. (9) The reactants are [Cl:1][C:2]1[CH:7]=[CH:6][C:5]([S:8]([NH2:11])(=[O:10])=[O:9])=[CH:4][CH:3]=1.C[Al](C)C.[Cl:16][C:17]1[CH:22]=[CH:21][C:20]([N:23]2[CH2:27][CH:26]([C:28]#[N:29])[N:25]=[C:24]2[C:30]2[CH:35]=[CH:34][C:33]([Cl:36])=[CH:32][C:31]=2[Cl:37])=[CH:19][CH:18]=1.CO.O. The catalyst is C1C=CC=CC=1.C1(C)C=CC=CC=1. The product is [Cl:16][C:17]1[CH:18]=[CH:19][C:20]([N:23]2[CH2:27][CH:26]([C:28]([NH:11][S:8]([C:5]3[CH:4]=[CH:3][C:2]([Cl:1])=[CH:7][CH:6]=3)(=[O:9])=[O:10])=[NH:29])[N:25]=[C:24]2[C:30]2[CH:35]=[CH:34][C:33]([Cl:36])=[CH:32][C:31]=2[Cl:37])=[CH:21][CH:22]=1. The yield is 0.510. (10) The reactants are Cl[C:2]1[N:3]=[C:4]([N:16]2[CH2:21][CH2:20][O:19][CH2:18][CH2:17]2)[C:5]2[CH2:10][N:9]([C:11]([O:13][CH2:14][CH3:15])=[O:12])[CH2:8][C:6]=2[N:7]=1.[CH2:22]([NH:24][C:25]([NH:27][C:28]1[CH:33]=[CH:32][C:31](B2OC(C)(C)C(C)(C)O2)=[C:30]([F:43])[CH:29]=1)=[O:26])[CH3:23].ClCCl.C(=O)([O-])[O-].[Na+].[Na+]. The catalyst is C1C=CC(P(C2C=CC=CC=2)[C-]2C=CC=C2)=CC=1.C1C=CC(P(C2C=CC=CC=2)[C-]2C=CC=C2)=CC=1.Cl[Pd]Cl.[Fe+2].CCO.O.COCCOC. The product is [CH2:22]([NH:24][C:25](=[O:26])[NH:27][C:28]1[CH:33]=[CH:32][C:31]([C:2]2[N:3]=[C:4]([N:16]3[CH2:21][CH2:20][O:19][CH2:18][CH2:17]3)[C:5]3[CH2:10][N:9]([C:11]([O:13][CH2:14][CH3:15])=[O:12])[CH2:8][C:6]=3[N:7]=2)=[C:30]([F:43])[CH:29]=1)[CH3:23]. The yield is 0.200.